This data is from Full USPTO retrosynthesis dataset with 1.9M reactions from patents (1976-2016). The task is: Predict the reactants needed to synthesize the given product. (1) Given the product [NH2:9][C@@:8]1([C:3]2[CH:4]=[CH:5][CH:6]=[CH:7][C:2]=2[F:1])[CH2:15][O:14][C@H:13]([C:16]([F:19])([F:17])[F:18])[C@H:12]1[CH2:11][OH:10], predict the reactants needed to synthesize it. The reactants are: [F:1][C:2]1[CH:7]=[CH:6][CH:5]=[CH:4][C:3]=1[C@:8]12[CH2:15][O:14][C@H:13]([C:16]([F:19])([F:18])[F:17])[C@H:12]1[CH2:11][O:10][NH:9]2. (2) Given the product [CH:22]1([C:21]2[C:16]3[C:15](=[O:29])[NH:14][C:13]([C:10]4[CH:11]=[CH:12][C:7]([C:32]([OH:34])=[O:33])=[CH:8][C:9]=4[O:30][CH3:31])=[N:18][C:17]=3[N:19]([CH3:28])[N:20]=2)[CH2:27][CH2:26][CH2:25][CH2:24][CH2:23]1, predict the reactants needed to synthesize it. The reactants are: C([Li])CCC.Br[C:7]1[CH:12]=[CH:11][C:10]([C:13]2[NH:14][C:15](=[O:29])[C:16]3[C:21]([CH:22]4[CH2:27][CH2:26][CH2:25][CH2:24][CH2:23]4)=[N:20][N:19]([CH3:28])[C:17]=3[N:18]=2)=[C:9]([O:30][CH3:31])[CH:8]=1.[C:32](=[O:34])=[O:33].[OH-].[Na+]. (3) Given the product [Cl:14][C:13]1[C:3]2[CH2:2][N:28]([CH:26]([C:23]3[CH:24]=[CH:25][C:20]([O:19][CH2:18][C:17]([F:16])([F:31])[CH3:30])=[C:21]([CH3:29])[CH:22]=3)[CH3:27])[C:5](=[O:7])[C:4]=2[CH:10]=[CH:11][N:12]=1, predict the reactants needed to synthesize it. The reactants are: Br[CH2:2][C:3]1[C:13]([Cl:14])=[N:12][CH:11]=[CH:10][C:4]=1[C:5]([O:7]CC)=O.Cl.[F:16][C:17]([F:31])([CH3:30])[CH2:18][O:19][C:20]1[CH:25]=[CH:24][C:23]([CH:26]([NH2:28])[CH3:27])=[CH:22][C:21]=1[CH3:29].